Dataset: Forward reaction prediction with 1.9M reactions from USPTO patents (1976-2016). Task: Predict the product of the given reaction. (1) Given the reactants [Cl:1][C:2]1[CH:3]=[C:4]([C:7]2[CH:12]=[CH:11][CH:10]=[C:9]([CH3:13])[N:8]=2)[S:5][CH:6]=1.[Br:14]Br, predict the reaction product. The product is: [Br:14][C:6]1[S:5][C:4]([C:7]2[CH:12]=[CH:11][CH:10]=[C:9]([CH3:13])[N:8]=2)=[CH:3][C:2]=1[Cl:1]. (2) Given the reactants [C:1]1([CH3:7])[CH:6]=[CH:5][CH:4]=[CH:3][CH:2]=1.[C:14]([O:13][O:13][C:14]([CH3:17])([CH3:16])[CH3:15])([CH3:17])([CH3:16])[CH3:15].[C]=O.[C:20]([OH:24])(C)(C)C, predict the reaction product. The product is: [C:1]1([CH2:7][C:20]([O:13][C:14]([CH3:15])([CH3:16])[CH3:17])=[O:24])[CH:6]=[CH:5][CH:4]=[CH:3][CH:2]=1. (3) Given the reactants I[C:2]1[CH:19]=[N:18][C:5]2[NH:6][CH2:7][CH2:8][N:9]([C:10]([C:12]3[CH:17]=[CH:16][CH:15]=[CH:14][CH:13]=3)=[O:11])[C:4]=2[CH:3]=1.[CH3:20][N:21]([CH3:43])[CH2:22][CH2:23][CH2:24][NH:25][C:26](=[O:42])[C:27]1[CH:32]=[CH:31][C:30](B2OC(C)(C)C(C)(C)O2)=[CH:29][CH:28]=1, predict the reaction product. The product is: [C:10]([N:9]1[CH2:8][CH2:7][NH:6][C:5]2[N:18]=[CH:19][C:2]([C:30]3[CH:31]=[CH:32][C:27]([C:26]([NH:25][CH2:24][CH2:23][CH2:22][N:21]([CH3:20])[CH3:43])=[O:42])=[CH:28][CH:29]=3)=[CH:3][C:4]1=2)(=[O:11])[C:12]1[CH:17]=[CH:16][CH:15]=[CH:14][CH:13]=1. (4) Given the reactants [CH3:1][C:2]1[CH:7]=[CH:6][C:5]([N+:8]([O-:10])=[O:9])=[CH:4][C:3]=1[OH:11].[C:12](OC(=O)C)(=[O:14])[CH3:13].N1C=CC=CC=1, predict the reaction product. The product is: [C:12]([O:11][C:3]1[CH:4]=[C:5]([N+:8]([O-:10])=[O:9])[CH:6]=[CH:7][C:2]=1[CH3:1])(=[O:14])[CH3:13]. (5) Given the reactants [NH2:1][CH:2]([C:7]([OH:9])=[O:8])[CH2:3][CH2:4][S:5][CH3:6].[OH-].[Na+].[F:12][C:13]1[CH:21]=[CH:20][CH:19]=[CH:18][C:14]=1[C:15](Cl)=[O:16].Cl, predict the reaction product. The product is: [F:12][C:13]1[CH:21]=[CH:20][CH:19]=[CH:18][C:14]=1[C:15]([NH:1][CH:2]([CH2:3][CH2:4][S:5][CH3:6])[C:7]([OH:9])=[O:8])=[O:16]. (6) Given the reactants [NH2:1][CH2:2][C@H:3]([C:5]1[CH:10]=[CH:9][C:8]([F:11])=[CH:7][CH:6]=1)[OH:4], predict the reaction product. The product is: [NH2:1][CH2:2][C@@H:3]([C:5]1[CH:10]=[CH:9][C:8]([F:11])=[CH:7][CH:6]=1)[OH:4].